Dataset: Forward reaction prediction with 1.9M reactions from USPTO patents (1976-2016). Task: Predict the product of the given reaction. Given the reactants [CH2:1]([O:3][C:4](=[O:28])[CH2:5][C:6]1[CH:11]=[CH:10][C:9]([O:12][CH3:13])=[C:8]([C:14]2[C:23]([CH2:24][NH:25][CH2:26][CH3:27])=[CH:22][C:21]3[C:16](=[CH:17][CH:18]=[CH:19][CH:20]=3)[N:15]=2)[CH:7]=1)[CH3:2].C1(N)C(F)=C(F)C(F)=C(N)C=1F.Cl.Cl.[CH3:43][O:44][CH2:45][C:46](Cl)=[O:47], predict the reaction product. The product is: [CH2:1]([O:3][C:4](=[O:28])[CH2:5][C:6]1[CH:11]=[CH:10][C:9]([O:12][CH3:13])=[C:8]([C:14]2[C:23]([CH2:24][N:25]([CH2:26][CH3:27])[C:46](=[O:47])[CH2:45][O:44][CH3:43])=[CH:22][C:21]3[C:16](=[CH:17][CH:18]=[CH:19][CH:20]=3)[N:15]=2)[CH:7]=1)[CH3:2].